Binary Classification. Given a drug SMILES string, predict its activity (active/inactive) in a high-throughput screening assay against a specified biological target. From a dataset of Kir2.1 potassium channel HTS with 301,493 compounds. (1) The compound is s1\c([nH]c(c2ccc(OC)cc2)c1)=C1\N=CN=C1N. The result is 0 (inactive). (2) The drug is s1c2ncn(CC(=O)NCCCC(=O)N3CCN(CC3)c3ccccc3)c(=O)c2c(c1C)C. The result is 0 (inactive). (3) The compound is O(C(=O)c1nnn(c1CN(CC)CC)c1nonc1N)C. The result is 0 (inactive). (4) The molecule is Oc1cc(Nc2nc(nc3c2cccc3)c2cc(ccc2)C)ccc1. The result is 0 (inactive).